Dataset: Catalyst prediction with 721,799 reactions and 888 catalyst types from USPTO. Task: Predict which catalyst facilitates the given reaction. (1) Reactant: [Cl:1][C:2]1[CH:3]=[C:4]([C@@H:8]2[CH2:12][O:11][C:10](=[O:13])[N:9]2[CH:14]2[CH2:19][CH2:18][N:17]([CH2:20][C:21]3[C:22]([CH3:36])=[N:23][C:24]([O:27][C:28]4[CH:33]=[CH:32][C:31]([O:34]C)=[CH:30][CH:29]=4)=[CH:25][CH:26]=3)[CH2:16][CH2:15]2)[CH:5]=[CH:6][CH:7]=1.B(Br)(Br)Br.CO. Product: [Cl:1][C:2]1[CH:3]=[C:4]([C@@H:8]2[CH2:12][O:11][C:10](=[O:13])[N:9]2[CH:14]2[CH2:19][CH2:18][N:17]([CH2:20][C:21]3[C:22]([CH3:36])=[N:23][C:24]([O:27][C:28]4[CH:29]=[CH:30][C:31]([OH:34])=[CH:32][CH:33]=4)=[CH:25][CH:26]=3)[CH2:16][CH2:15]2)[CH:5]=[CH:6][CH:7]=1. The catalyst class is: 2. (2) Reactant: Cl[C:2]1[CH:7]=[C:6]([NH:8][NH2:9])[N:5]=[CH:4][N:3]=1.Cl.[F:11][C:12]1([F:16])[CH2:15][NH:14][CH2:13]1.C(N(C(C)C)C(C)C)C.FC(F)(F)C(O)=O.CN([CH:36]=[C:37]([N:43]1[CH:47]=[C:46]([C:48]#[N:49])[N:45]=[CH:44]1)[C:38](OCC)=[O:39])C. Product: [F:11][C:12]1([F:16])[CH2:15][N:14]([C:2]2[N:3]=[CH:4][N:5]=[C:6]([N:8]3[C:38](=[O:39])[C:37]([N:43]4[CH:47]=[C:46]([C:48]#[N:49])[N:45]=[CH:44]4)=[CH:36][NH:9]3)[CH:7]=2)[CH2:13]1. The catalyst class is: 6. (3) Reactant: [CH:1]1([CH2:7][C:8]2[NH:9][C:10](=[O:19])[C:11]([OH:18])=[C:12]([C:14]([O:16]C)=O)[N:13]=2)[CH2:6][CH2:5][CH2:4][CH2:3][CH2:2]1.[CH3:20][NH2:21]. Product: [CH3:20][NH:21][C:14]([C:12]1[N:13]=[C:8]([CH2:7][CH:1]2[CH2:2][CH2:3][CH2:4][CH2:5][CH2:6]2)[NH:9][C:10](=[O:19])[C:11]=1[OH:18])=[O:16]. The catalyst class is: 5. (4) Reactant: Br[C:2]1[C:6]2=[N:7][CH:8]=[C:9]([O:11][CH3:12])[CH:10]=[C:5]2[S:4][C:3]=1[NH:13][C:14](=[O:20])[O:15][C:16]([CH3:19])([CH3:18])[CH3:17].[Li]CCCC.CCCCCC.[C:32](=[O:34])=[O:33].Cl. Product: [C:16]([O:15][C:14]([NH:13][C:3]1[S:4][C:5]2[C:6](=[N:7][CH:8]=[C:9]([O:11][CH3:12])[CH:10]=2)[C:2]=1[C:32]([OH:34])=[O:33])=[O:20])([CH3:19])([CH3:18])[CH3:17]. The catalyst class is: 1. (5) Reactant: [OH:1][C:2]1[CH:3]=[C:4]([CH2:8][C:9]([O:11][CH3:12])=[O:10])[CH:5]=[CH:6][CH:7]=1.[CH2:13](Br)[CH3:14].C(=O)([O-])[O-].[K+].[K+]. Product: [CH2:13]([O:1][C:2]1[CH:3]=[C:4]([CH2:8][C:9]([O:11][CH3:12])=[O:10])[CH:5]=[CH:6][CH:7]=1)[CH3:14]. The catalyst class is: 21. (6) Reactant: [Br-:1].[Li+].CS(O[C@@H:8]([CH2:12][C:13]1[CH:18]=[CH:17][CH:16]=[CH:15][CH:14]=1)[C:9]([OH:11])=[O:10])(=O)=O.C(Cl)Cl. Product: [Br:1][C@H:8]([CH2:12][C:13]1[CH:18]=[CH:17][CH:16]=[CH:15][CH:14]=1)[C:9]([OH:11])=[O:10]. The catalyst class is: 6.